Dataset: Full USPTO retrosynthesis dataset with 1.9M reactions from patents (1976-2016). Task: Predict the reactants needed to synthesize the given product. (1) Given the product [CH2:1]([O:3][C:4](=[O:18])[C:5]1[CH:10]=[CH:9][CH:8]=[C:7]([O:11][CH2:12][CH:13]([N:19]=[N+:20]=[N-:21])[O:14][CH2:15][CH2:16][OH:17])[CH:6]=1)[CH3:2], predict the reactants needed to synthesize it. The reactants are: [CH2:1]([O:3][C:4](=[O:18])[C:5]1[CH:10]=[CH:9][CH:8]=[C:7]([O:11][CH2:12][CH:13]2[O:17][CH2:16][CH2:15][O:14]2)[CH:6]=1)[CH3:2].[N:19]([Si](C)(C)C)=[N+:20]=[N-:21].Cl[Sn](Cl)(Cl)Cl. (2) Given the product [O:15]=[C:14]1[NH:9][CH2:10][C@@H:11]([C:16]([OH:18])=[O:17])[CH2:12][CH2:13]1, predict the reactants needed to synthesize it. The reactants are: Cl.C(OC([N:9]1[C:14](=[O:15])[CH2:13][CH2:12][C@H:11]([C:16]([OH:18])=[O:17])[CH2:10]1)=O)(C)(C)C. (3) The reactants are: [CH3:1][C:2]1[CH:11]=[C:10]([CH2:12][C:13]2[CH:30]=[CH:29][C:16]([C:17]([NH:19][C@@H:20]3[CH2:24][NH:23][CH2:22][C@@H:21]3[C:25]([O:27][CH3:28])=[O:26])=[O:18])=[CH:15][CH:14]=2)[C:9]2[C:4](=[CH:5][CH:6]=[CH:7][CH:8]=2)[N:3]=1.C(N(C(C)C)CC)(C)C.[CH:40](=O)[CH:41]([CH3:43])[CH3:42].[BH-](OC(C)=O)(OC(C)=O)OC(C)=O.[Na+]. Given the product [CH2:40]([N:23]1[CH2:24][C@@H:20]([NH:19][C:17](=[O:18])[C:16]2[CH:15]=[CH:14][C:13]([CH2:12][C:10]3[C:9]4[C:4](=[CH:5][CH:6]=[CH:7][CH:8]=4)[N:3]=[C:2]([CH3:1])[CH:11]=3)=[CH:30][CH:29]=2)[C@@H:21]([C:25]([O:27][CH3:28])=[O:26])[CH2:22]1)[CH:41]([CH3:43])[CH3:42], predict the reactants needed to synthesize it.